Predict the product of the given reaction. From a dataset of Forward reaction prediction with 1.9M reactions from USPTO patents (1976-2016). (1) Given the reactants Cl.[Cl:2][C:3]1[CH:7]=[CH:6][S:5][C:4]=1[C:8]([CH:10]1[CH2:15][CH2:14][NH:13][CH2:12][CH2:11]1)=[O:9].[C:16]([O:20][C:21](=[O:32])[NH:22][C@H:23]1[CH2:28][CH2:27][C@H:26]([CH2:29][CH:30]=O)[CH2:25][CH2:24]1)([CH3:19])([CH3:18])[CH3:17], predict the reaction product. The product is: [C:16]([O:20][C:21](=[O:32])[NH:22][C@H:23]1[CH2:24][CH2:25][C@H:26]([CH2:29][CH2:30][N:13]2[CH2:14][CH2:15][CH:10]([C:8]([C:4]3[S:5][CH:6]=[CH:7][C:3]=3[Cl:2])=[O:9])[CH2:11][CH2:12]2)[CH2:27][CH2:28]1)([CH3:19])([CH3:18])[CH3:17]. (2) Given the reactants Cl[C:2]1[C:11]2[C:6](=[CH:7][CH:8]=[CH:9][N:10]=2)[N:5]=[CH:4][C:3]=1[N+:12]([O-:14])=[O:13].Cl.[NH2:16][CH2:17][CH2:18][CH2:19][C:20]([O:22][CH2:23][CH3:24])=[O:21].C(N(CC)CC)C, predict the reaction product. The product is: [N+:12]([C:3]1[CH:4]=[N:5][C:6]2[C:11]([C:2]=1[NH:16][CH2:17][CH2:18][CH2:19][C:20]([O:22][CH2:23][CH3:24])=[O:21])=[N:10][CH:9]=[CH:8][CH:7]=2)([O-:14])=[O:13].